From a dataset of Full USPTO retrosynthesis dataset with 1.9M reactions from patents (1976-2016). Predict the reactants needed to synthesize the given product. (1) The reactants are: [CH:1]1([CH2:4][O:5][C:6]2[N:11]=[C:10]([C:12]([OH:14])=O)[CH:9]=[N:8][C:7]=2[N:15]2[CH2:18][C:17]([F:20])([F:19])[CH2:16]2)[CH2:3][CH2:2]1.[C:21]([NH:25][CH2:26][CH2:27][O:28][CH3:29])([CH3:24])([CH3:23])[CH3:22]. Given the product [C:21]([N:25]([CH2:26][CH2:27][O:28][CH3:29])[C:12]([C:10]1[CH:9]=[N:8][C:7]([N:15]2[CH2:18][C:17]([F:20])([F:19])[CH2:16]2)=[C:6]([O:5][CH2:4][CH:1]2[CH2:2][CH2:3]2)[N:11]=1)=[O:14])([CH3:24])([CH3:23])[CH3:22], predict the reactants needed to synthesize it. (2) Given the product [CH3:1][O:2][C:3]1[CH:4]=[C:5]2[C:10](=[CH:11][C:12]=1[O:13][CH3:14])[N:9]=[CH:8][CH:7]=[C:6]2[O:15][C:16]1[CH:22]=[CH:21][C:19]([NH:20][C:27](=[O:33])[O:26][CH2:24][CH:35]2[CH2:40][CH2:39][CH2:38][CH2:37][CH2:36]2)=[CH:18][CH:17]=1, predict the reactants needed to synthesize it. The reactants are: [CH3:1][O:2][C:3]1[CH:4]=[C:5]2[C:10](=[CH:11][C:12]=1[O:13][CH3:14])[N:9]=[CH:8][CH:7]=[C:6]2[O:15][C:16]1[CH:22]=[CH:21][C:19]([NH2:20])=[CH:18][CH:17]=1.Cl[C:24](Cl)([O:26][C:27](=[O:33])OC(Cl)(Cl)Cl)Cl.[CH:35]1(CO)[CH2:40][CH2:39][CH2:38][CH2:37][CH2:36]1.C(=O)(O)[O-].[Na+]. (3) Given the product [CH2:28]([O:27][C:25]([NH:24][C@H:21]1[CH2:22][CH2:23][C@@H:18]([NH:17][C:16](=[O:38])[O:15][C:11]([CH3:13])([CH3:12])[CH3:14])[CH2:19][C@H:20]1[C:35]([CH3:36])=[CH2:1])=[O:26])[C:29]1[CH:30]=[CH:31][CH:32]=[CH:33][CH:34]=1, predict the reactants needed to synthesize it. The reactants are: [CH3:1][Si]([N-][Si](C)(C)C)(C)C.[K+].[C:11]([O:15][C:16](=[O:38])[NH:17][C@@H:18]1[CH2:23][CH2:22][C@H:21]([NH:24][C:25]([O:27][CH2:28][C:29]2[CH:34]=[CH:33][CH:32]=[CH:31][CH:30]=2)=[O:26])[C@H:20]([C:35](=O)[CH3:36])[CH2:19]1)([CH3:14])([CH3:13])[CH3:12]. (4) Given the product [NH2:4][C:5]1[CH:13]=[CH:12][C:11]([C:14]([C:16]2[N:24]3[C:19]([CH:20]=[CH:21][CH:22]=[CH:23]3)=[C:18]([O:25][CH3:26])[C:17]=2[CH3:27])=[O:15])=[CH:10][C:6]=1[C:7]([O:9][CH3:1])=[O:8], predict the reactants needed to synthesize it. The reactants are: [CH3:1]I.[Na].[NH2:4][C:5]1[CH:13]=[CH:12][C:11]([C:14]([C:16]2[N:24]3[C:19]([CH:20]=[CH:21][CH:22]=[CH:23]3)=[C:18]([O:25][CH3:26])[C:17]=2[CH3:27])=[O:15])=[CH:10][C:6]=1[C:7]([OH:9])=[O:8].O. (5) The reactants are: [CH:1]1([CH:6]([C:10]2[CH:15]=[CH:14][C:13]([CH2:16][N:17]3[C:22](=[O:23])[CH2:21][O:20][C:19]([C:24]4[CH:29]=[CH:28][CH:27]=[CH:26][CH:25]=4)=[N:18]3)=[CH:12][CH:11]=2)[C:7](O)=[O:8])[CH2:5][CH2:4][CH2:3][CH2:2]1.S(Cl)([Cl:32])=O. Given the product [CH:1]1([CH:6]([C:10]2[CH:15]=[CH:14][C:13]([CH2:16][N:17]3[C:22](=[O:23])[CH2:21][O:20][C:19]([C:24]4[CH:29]=[CH:28][CH:27]=[CH:26][CH:25]=4)=[N:18]3)=[CH:12][CH:11]=2)[C:7]([Cl:32])=[O:8])[CH2:5][CH2:4][CH2:3][CH2:2]1, predict the reactants needed to synthesize it. (6) The reactants are: [Cl:1][C:2]1[CH:7]=[CH:6][C:5]([C:8]2(O)[CH2:13][CH2:12][C:11]([CH3:15])([CH3:14])[CH2:10][CH:9]2[CH:16](OCC)[O:17]CC)=[CH:4][CH:3]=1.Cl. Given the product [Cl:1][C:2]1[CH:3]=[CH:4][C:5]([C:8]2[CH2:13][CH2:12][C:11]([CH3:14])([CH3:15])[CH2:10][C:9]=2[CH:16]=[O:17])=[CH:6][CH:7]=1, predict the reactants needed to synthesize it.